The task is: Predict the reactants needed to synthesize the given product.. This data is from Full USPTO retrosynthesis dataset with 1.9M reactions from patents (1976-2016). Given the product [CH2:25]([N:27]1[CH:31]=[C:30]([CH2:32][C:33]([OH:35])=[O:34])[C:29]([O:14][CH2:13][CH2:12][CH2:11][C:10]2[C:6]([CH:3]([CH2:4][CH3:5])[CH2:1][CH3:2])=[N:7][N:8]([C:15]3[CH:20]=[CH:19][C:18]([C:21]([F:23])([F:24])[F:22])=[CH:17][N:16]=3)[CH:9]=2)=[N:28]1)[CH3:26], predict the reactants needed to synthesize it. The reactants are: [CH2:1]([CH:3]([C:6]1[C:10]([CH2:11][CH2:12][CH2:13][OH:14])=[CH:9][N:8]([C:15]2[CH:20]=[CH:19][C:18]([C:21]([F:24])([F:23])[F:22])=[CH:17][N:16]=2)[N:7]=1)[CH2:4][CH3:5])[CH3:2].[CH2:25]([N:27]1[CH:31]=[C:30]([CH2:32][C:33]([O:35]C)=[O:34])[C:29](O)=[N:28]1)[CH3:26].C(P(CCCC)CCCC)CCC.N(C(N1CCCCC1)=O)=NC(N1CCCCC1)=O.